From a dataset of Catalyst prediction with 721,799 reactions and 888 catalyst types from USPTO. Predict which catalyst facilitates the given reaction. (1) Reactant: [C:1]([O:5][C:6]([N:8]1[CH2:17][CH2:16][C:15]2[N:14]=[CH:13][C:12](N)=[CH:11][C:10]=2[CH2:9]1)=[O:7])([CH3:4])([CH3:3])[CH3:2].N(OC(C)(C)C)=O.[I:26]I. Product: [C:1]([O:5][C:6]([N:8]1[CH2:17][CH2:16][C:15]2[N:14]=[CH:13][C:12]([I:26])=[CH:11][C:10]=2[CH2:9]1)=[O:7])([CH3:4])([CH3:3])[CH3:2]. The catalyst class is: 53. (2) Reactant: [CH3:1][C:2]1[N:3]=[C:4]([C:10]2[CH:11]=[CH:12][C:13]3[N:14]([C:16]([C:19](=[O:34])[NH:20][C:21]4[CH:26]=[C:25]([C:27]5[N:31]=[C:30]([CH3:32])[O:29][N:28]=5)[CH:24]=[CH:23][C:22]=4[CH3:33])=[CH:17][N:18]=3)[CH:15]=2)[S:5][C:6]=1[C:7]([OH:9])=O.C[N:36](C(ON1N=NC2C=CC=NC1=2)=[N+](C)C)C.F[P-](F)(F)(F)(F)F.CCN(C(C)C)C(C)C.C(=O)([O-])[O-].[NH4+].[NH4+]. The catalyst class is: 198. Product: [CH3:1][C:2]1[N:3]=[C:4]([C:10]2[CH:11]=[CH:12][C:13]3[N:14]([C:16]([C:19](=[O:34])[NH:20][C:21]4[CH:26]=[C:25]([C:27]5[N:31]=[C:30]([CH3:32])[O:29][N:28]=5)[CH:24]=[CH:23][C:22]=4[CH3:33])=[CH:17][N:18]=3)[CH:15]=2)[S:5][C:6]=1[C:7]([NH2:36])=[O:9]. (3) Reactant: Cl.Cl.[CH3:3][C@@H:4]1[CH2:8][CH2:7][CH2:6][N:5]1[CH2:9][CH2:10][CH2:11][O:12][C:13]1[CH:25]=[CH:24][C:16]([O:17][CH:18]2[CH2:23][CH2:22][NH:21][CH2:20][CH2:19]2)=[CH:15][CH:14]=1.[Cl:26][CH2:27]Cl.C[CH:30]([N:32]=[C:33]=[O:34])[CH3:31]. Product: [ClH:26].[CH2:30]([N:32]([CH3:27])[C:33]([N:21]1[CH2:20][CH2:19][CH:18]([O:17][C:16]2[CH:24]=[CH:25][C:13]([O:12][CH2:11][CH2:10][CH2:9][N:5]3[CH2:6][CH2:7][CH2:8][C@H:4]3[CH3:3])=[CH:14][CH:15]=2)[CH2:23][CH2:22]1)=[O:34])[CH3:31]. The catalyst class is: 66. (4) Reactant: [CH2:1]([N:3]([CH2:19][CH3:20])[C:4]1[CH:9]=[CH:8][CH:7]=[C:6]([CH2:10][NH:11][C:12]2[CH:17]=[CH:16][C:15]([F:18])=[CH:14][CH:13]=2)[N:5]=1)[CH3:2].C(N(CC)CC)C.[CH3:28][C:29]([CH3:34])([CH3:33])[C:30](Cl)=[O:31]. Product: [CH2:19]([N:3]([CH2:1][CH3:2])[C:4]1[N:5]=[C:6]([CH2:10][N:11]([C:12]2[CH:13]=[CH:14][C:15]([F:18])=[CH:16][CH:17]=2)[C:30](=[O:31])[C:29]([CH3:34])([CH3:33])[CH3:28])[CH:7]=[CH:8][CH:9]=1)[CH3:20]. The catalyst class is: 7. (5) Reactant: [Cl-].[O:2]1[C:7]2[CH:8]=[CH:9][C:10]([NH2+:12][C:13]3[O:14][C:15]([C:18]4[CH:23]=[CH:22][CH:21]=[CH:20][C:19]=4[OH:24])=[CH:16][N:17]=3)=[CH:11][C:6]=2[O:5][CH2:4][CH2:3]1.Br.Br[CH2:27][C:28]1[CH:33]=[CH:32][N:31]=[CH:30][CH:29]=1.C([O-])([O-])=O.[K+].[K+]. Product: [O:2]1[C:7]2[CH:8]=[CH:9][C:10]([NH:12][C:13]3[O:14][C:15]([C:18]4[CH:23]=[CH:22][CH:21]=[CH:20][C:19]=4[O:24][CH2:27][C:28]4[CH:33]=[CH:32][N:31]=[CH:30][CH:29]=4)=[CH:16][N:17]=3)=[CH:11][C:6]=2[O:5][CH2:4][CH2:3]1. The catalyst class is: 3. (6) The catalyst class is: 97. Reactant: [C:1]([C:3]1[CH:8]=[C:7]([O:9][CH3:10])[C:6]([O:11][CH2:12][CH2:13][CH2:14][CH3:15])=[CH:5][C:4]=1[NH2:16])#[N:2].Cl.[N:18]([O-])=O.[Na+].C([O-])(=O)C.[Na+].[NH2:27][C:28]1[CH:33]=[CH:32][CH:31]=[CH:30][CH:29]=1. Product: [C:28]1([N:27]=[N:18][NH:16][C:4]2[CH:5]=[C:6]([O:11][CH2:12][CH2:13][CH2:14][CH3:15])[C:7]([O:9][CH3:10])=[CH:8][C:3]=2[C:1]#[N:2])[CH:33]=[CH:32][CH:31]=[CH:30][CH:29]=1. (7) Reactant: [CH:1]([O:4][C:5]([N:7]1[CH:12]([CH2:13][CH3:14])[CH2:11][CH:10]([NH:15][C:16]2[N:21]=[CH:20][C:19]([OH:22])=[CH:18][N:17]=2)[CH2:9][CH:8]1[CH2:23][CH3:24])=[O:6])([CH3:3])[CH3:2].C(=O)([O-])[O-].[K+].[K+].[CH2:31](N)[C:32]1[CH:37]=[CH:36][CH:35]=[CH:34][CH:33]=1.O. Product: [CH:1]([O:4][C:5]([N:7]1[CH:12]([CH2:13][CH3:14])[CH2:11][CH:10]([NH:15][C:16]2[N:21]=[CH:20][C:19]([O:22][CH2:31][C:32]3[CH:37]=[CH:36][CH:35]=[CH:34][CH:33]=3)=[CH:18][N:17]=2)[CH2:9][CH:8]1[CH2:23][CH3:24])=[O:6])([CH3:3])[CH3:2]. The catalyst class is: 3.